The task is: Predict the reactants needed to synthesize the given product.. This data is from Full USPTO retrosynthesis dataset with 1.9M reactions from patents (1976-2016). (1) The reactants are: [CH:1]1([C:4]2[C:8]3[CH:9]=[N:10][C:11]([NH:13][C:14]([NH:16][CH2:17][C:18]4[CH:23]=[CH:22][C:21]([F:24])=[CH:20][CH:19]=4)=[O:15])=[CH:12][C:7]=3[N:6](C(C3C=CC=CC=3)(C3C=CC=CC=3)C3C=CC=CC=3)[N:5]=2)[CH2:3][CH2:2]1.C(O)(C(F)(F)F)=O.C([SiH](CC)CC)C. Given the product [CH:1]1([C:4]2[C:8]3[CH:9]=[N:10][C:11]([NH:13][C:14]([NH:16][CH2:17][C:18]4[CH:19]=[CH:20][C:21]([F:24])=[CH:22][CH:23]=4)=[O:15])=[CH:12][C:7]=3[NH:6][N:5]=2)[CH2:3][CH2:2]1, predict the reactants needed to synthesize it. (2) The reactants are: CN(C=O)C.Br[C:7]1[N:11]2[CH:12]=[C:13]([C:18]([N:20]3[CH2:25][CH2:24][CH2:23][CH2:22][CH2:21]3)=[O:19])[N:14]=[C:15]([S:16][CH3:17])[C:10]2=[N:9][CH:8]=1.[CH:26]1([NH:29][C:30]([C:32]2[CH:37]=[CH:36][C:35](B3OC(C)(C)C(C)(C)O3)=[CH:34][CH:33]=2)=[O:31])[CH2:28][CH2:27]1.C(=O)([O-])O.[Na+]. Given the product [CH:26]1([NH:29][C:30](=[O:31])[C:32]2[CH:37]=[CH:36][C:35]([C:7]3[N:11]4[CH:12]=[C:13]([C:18]([N:20]5[CH2:25][CH2:24][CH2:23][CH2:22][CH2:21]5)=[O:19])[N:14]=[C:15]([S:16][CH3:17])[C:10]4=[N:9][CH:8]=3)=[CH:34][CH:33]=2)[CH2:27][CH2:28]1, predict the reactants needed to synthesize it. (3) The reactants are: [Cl:1][C:2]1[CH:7]=[CH:6][C:5]([CH:8]([C:35]2[CH:40]=[CH:39][C:38]([Cl:41])=[CH:37][CH:36]=2)[C:9]2[CH:10]=[C:11]3[C:16](=[CH:17][CH:18]=2)[N:15]=[CH:14][N:13]=[C:12]3[NH:19][CH:20]2[CH2:25][CH2:24][N:23]([C:26]3[CH:34]=[CH:33][C:29]([C:30](O)=[O:31])=[CH:28][CH:27]=3)[CH2:22][CH2:21]2)=[CH:4][CH:3]=1.[NH2:42][CH2:43][CH2:44][OH:45].CN(C(ON1N=NC2C=CC=NC1=2)=[N+](C)C)C.F[P-](F)(F)(F)(F)F.CCN(C(C)C)C(C)C. Given the product [Cl:41][C:38]1[CH:39]=[CH:40][C:35]([CH:8]([C:5]2[CH:6]=[CH:7][C:2]([Cl:1])=[CH:3][CH:4]=2)[C:9]2[CH:10]=[C:11]3[C:16](=[CH:17][CH:18]=2)[N:15]=[CH:14][N:13]=[C:12]3[NH:19][CH:20]2[CH2:25][CH2:24][N:23]([C:26]3[CH:27]=[CH:28][C:29]([C:30]([NH:42][CH2:43][CH2:44][OH:45])=[O:31])=[CH:33][CH:34]=3)[CH2:22][CH2:21]2)=[CH:36][CH:37]=1, predict the reactants needed to synthesize it. (4) The reactants are: [Si](Cl)(C)(C)[CH3:2].C([N:13]1[CH2:21][CH2:20][CH2:19][C@H:14]1[CH2:15][C:16]([OH:18])=[O:17])(OC(C)(C)C)=O. Given the product [NH:13]1[CH2:21][CH2:20][CH2:19][C@H:14]1[CH2:15][C:16]([O:18][CH3:2])=[O:17], predict the reactants needed to synthesize it. (5) Given the product [OH:8][CH2:9][CH2:10][CH2:11][CH2:12][C:13]1[CH:14]=[C:15]([NH:19][C:20]([NH2:22])=[O:21])[CH:16]=[CH:17][CH:18]=1, predict the reactants needed to synthesize it. The reactants are: [Si]([O:8][CH2:9][CH2:10][CH2:11][CH2:12][C:13]1[CH:14]=[C:15]([NH:19][C:20]([NH2:22])=[O:21])[CH:16]=[CH:17][CH:18]=1)(C(C)(C)C)(C)C.C(O)(C(F)(F)F)=O. (6) The reactants are: C([O:3][C:4]([C:6]1[CH:7]=[C:8]2[C:13](=[CH:14][CH:15]=1)[N:12]=[CH:11][N:10]=[CH:9]2)=[O:5])C.[OH-].[Na+].Cl. Given the product [N:12]1[C:13]2[C:8](=[CH:7][C:6]([C:4]([OH:5])=[O:3])=[CH:15][CH:14]=2)[CH:9]=[N:10][CH:11]=1, predict the reactants needed to synthesize it. (7) Given the product [OH-:12].[Sn+4:2].[In+3:8].[OH-:12].[OH-:12].[OH-:12].[OH-:12].[OH-:12].[OH-:12], predict the reactants needed to synthesize it. The reactants are: Cl[Sn:2](Cl)(Cl)Cl.[Sn].[Cl-].[In+3:8].[Cl-].[Cl-].C(=O)([O-])[OH:12].[NH4+].